This data is from Full USPTO retrosynthesis dataset with 1.9M reactions from patents (1976-2016). The task is: Predict the reactants needed to synthesize the given product. (1) Given the product [CH3:1][O:2][C:3](=[O:36])/[CH:4]=[CH:5]/[C:6]1[CH:7]=[CH:8][C:9]2[O:26][C:13]3([CH2:18][CH2:17][NH:16][CH2:15][CH2:14]3)[N:12]([CH2:27][C:28]3[CH:29]=[CH:30][CH:31]=[CH:32][CH:33]=3)[C:11](=[O:34])[C:10]=2[CH:35]=1, predict the reactants needed to synthesize it. The reactants are: [CH3:1][O:2][C:3](=[O:36])/[CH:4]=[CH:5]/[C:6]1[CH:7]=[CH:8][C:9]2[O:26][C:13]3([CH2:18][CH2:17][N:16](C(OC(C)(C)C)=O)[CH2:15][CH2:14]3)[N:12]([CH2:27][C:28]3[CH:33]=[CH:32][CH:31]=[CH:30][CH:29]=3)[C:11](=[O:34])[C:10]=2[CH:35]=1.Cl.COC(=O)/C=C/C1C=C2C(=CC=1)OC1(CCNCC1)CC2=O. (2) Given the product [CH2:38]([O:37][CH2:36][CH:10]([CH2:9][O:8][CH2:1][C:2]1[CH:7]=[CH:6][CH:5]=[CH:4][CH:3]=1)[O:11][CH2:12][CH:13]([O:35][S:55]([C:54]([F:67])([F:66])[F:53])(=[O:57])=[O:56])[CH2:14][O:15][CH:16]([CH2:26][O:27][CH2:28][C:29]1[CH:34]=[CH:33][CH:32]=[CH:31][CH:30]=1)[CH2:17][O:18][CH2:19][C:20]1[CH:21]=[CH:22][CH:23]=[CH:24][CH:25]=1)[C:39]1[CH:44]=[CH:43][CH:42]=[CH:41][CH:40]=1, predict the reactants needed to synthesize it. The reactants are: [CH2:1]([O:8][CH2:9][CH:10]([CH2:36][O:37][CH2:38][C:39]1[CH:44]=[CH:43][CH:42]=[CH:41][CH:40]=1)[O:11][CH2:12][CH:13]([OH:35])[CH2:14][O:15][CH:16]([CH2:26][O:27][CH2:28][C:29]1[CH:34]=[CH:33][CH:32]=[CH:31][CH:30]=1)[CH2:17][O:18][CH2:19][C:20]1[CH:25]=[CH:24][CH:23]=[CH:22][CH:21]=1)[C:2]1[CH:7]=[CH:6][CH:5]=[CH:4][CH:3]=1.CC1C=CC=C(C)N=1.[F:53][C:54]([F:67])([F:66])[S:55](O[S:55]([C:54]([F:67])([F:66])[F:53])(=[O:57])=[O:56])(=[O:57])=[O:56]. (3) Given the product [S:42]([OH:45])(=[O:44])(=[O:43])[CH3:41].[NH2:8][C@@H:9]([CH2:25][C:26]1[CH:31]=[CH:30][C:29]([OH:32])=[C:28]([OH:33])[CH:27]=1)[C:10]([O:12][CH2:13][C@H:14]([O:16][C:17]([C:19]1[CH:24]=[CH:23][CH:22]=[CH:21][CH:20]=1)=[O:18])[CH3:15])=[O:11], predict the reactants needed to synthesize it. The reactants are: C(OC([NH:8][C@@H:9]([CH2:25][C:26]1[CH:31]=[CH:30][C:29]([OH:32])=[C:28]([OH:33])[CH:27]=1)[C:10]([O:12][CH2:13][C@H:14]([O:16][C:17]([C:19]1[CH:24]=[CH:23][CH:22]=[CH:21][CH:20]=1)=[O:18])[CH3:15])=[O:11])=O)(C)(C)C.Cl.O1CCOCC1.[CH3:41][S:42]([OH:45])(=[O:44])=[O:43].